Dataset: Full USPTO retrosynthesis dataset with 1.9M reactions from patents (1976-2016). Task: Predict the reactants needed to synthesize the given product. (1) Given the product [Br:1][C:2]1[CH:3]=[N:4][CH:5]=[C:6]([CH:9]=1)[C:7]([NH:15][CH2:14][C:13]([O:12][CH2:10][CH3:11])=[O:16])=[O:29], predict the reactants needed to synthesize it. The reactants are: [Br:1][C:2]1[CH:3]=[N:4][CH:5]=[C:6]([CH:9]=1)[CH2:7]Cl.[CH2:10]([O:12][C:13](=[O:16])[CH2:14][NH2:15])[CH3:11].C(N(C(C)C)CC)(C)C.C1C[O:29]CC1. (2) The reactants are: [CH2:1]([O:3][C:4]1[CH:5]=[C:6]([CH2:13][CH:14]([NH:27]C(=O)OC(C)(C)C)[CH2:15][N:16]2[C:24](=[O:25])[C:23]3[C:18](=[CH:19][CH:20]=[CH:21][CH:22]=3)[C:17]2=[O:26])[CH:7]=[CH:8][C:9]=1[O:10][CH2:11][CH3:12])[CH3:2].[ClH:35]. Given the product [ClH:35].[NH2:27][CH:14]([CH2:13][C:6]1[CH:7]=[CH:8][C:9]([O:10][CH2:11][CH3:12])=[C:4]([O:3][CH2:1][CH3:2])[CH:5]=1)[CH2:15][N:16]1[C:17](=[O:26])[C:18]2[C:23](=[CH:22][CH:21]=[CH:20][CH:19]=2)[C:24]1=[O:25], predict the reactants needed to synthesize it. (3) Given the product [C:19]([O:23][C:24](=[O:25])[N:10]([C:4]1[CH:5]=[CH:6][C:7]([CH:8]=[O:9])=[C:2]([F:1])[N:3]=1)[C:11]1[CH:12]=[N:13][C:14]([O:17][CH3:18])=[CH:15][CH:16]=1)([CH3:22])([CH3:21])[CH3:20], predict the reactants needed to synthesize it. The reactants are: [F:1][C:2]1[C:7]([CH:8]=[O:9])=[CH:6][CH:5]=[C:4]([NH:10][C:11]2[CH:12]=[N:13][C:14]([O:17][CH3:18])=[CH:15][CH:16]=2)[N:3]=1.[C:19]([O:23][C:24](O[C:24]([O:23][C:19]([CH3:22])([CH3:21])[CH3:20])=[O:25])=[O:25])([CH3:22])([CH3:21])[CH3:20]. (4) Given the product [I:1][C:2]1[CH:3]=[C:4]2[C:9](=[CH:10][CH:11]=1)[C:8](=[O:12])[NH:7][C:6](=[O:13])/[C:5]/2=[CH:14]\[NH:17][C:18]1[CH:23]=[CH:22][C:21]([N:24]2[CH2:29][CH2:28][CH:27]([CH2:30][N:31]([CH3:38])[CH:32]3[CH2:36][CH2:35][N:34]([CH3:37])[CH2:33]3)[CH2:26][CH2:25]2)=[CH:20][CH:19]=1, predict the reactants needed to synthesize it. The reactants are: [I:1][C:2]1[CH:3]=[C:4]2[C:9](=[CH:10][CH:11]=1)[C:8](=[O:12])[NH:7][C:6](=[O:13])/[C:5]/2=[CH:14]/OC.[NH2:17][C:18]1[CH:23]=[CH:22][C:21]([N:24]2[CH2:29][CH2:28][CH:27]([CH2:30][N:31]([CH3:38])[CH:32]3[CH2:36][CH2:35][N:34]([CH3:37])[CH2:33]3)[CH2:26][CH2:25]2)=[CH:20][CH:19]=1.FC(F)(F)C(O)=O.C(N(CC)CC)C. (5) The reactants are: CO[C:3]([C:5]1[C:6]([OH:29])=[C:7]2[C:12](=[CH:13][N:14]=1)[N:11]([CH2:15][C:16]1[CH:21]=[CH:20][CH:19]=[CH:18][CH:17]=1)[C:10](=[O:22])[C:9]([C:23]1[CH:24]=[N:25][N:26]([CH3:28])[CH:27]=1)=[CH:8]2)=[O:4].[NH2:30][CH2:31][CH2:32][C:33]([OH:35])=[O:34].C[O-].[Na+]. Given the product [CH2:15]([N:11]1[C:12]2[C:7](=[C:6]([OH:29])[C:5]([C:3]([NH:30][CH2:31][CH2:32][C:33]([OH:35])=[O:34])=[O:4])=[N:14][CH:13]=2)[CH:8]=[C:9]([C:23]2[CH:24]=[N:25][N:26]([CH3:28])[CH:27]=2)[C:10]1=[O:22])[C:16]1[CH:17]=[CH:18][CH:19]=[CH:20][CH:21]=1, predict the reactants needed to synthesize it. (6) Given the product [OH:12][CH2:11][C:9]1[N:10]=[C:6]2[C:5]([N:13]3[CH2:18][CH2:17][O:16][CH2:15][CH2:14]3)=[N:4][CH:3]=[C:2]([C:29]3[CH2:30][CH2:31][N:26]([C:19]([O:21][C:22]([CH3:25])([CH3:24])[CH3:23])=[O:20])[CH2:27][CH:28]=3)[N:7]2[CH:8]=1, predict the reactants needed to synthesize it. The reactants are: Br[C:2]1[N:7]2[CH:8]=[C:9]([CH2:11][OH:12])[N:10]=[C:6]2[C:5]([N:13]2[CH2:18][CH2:17][O:16][CH2:15][CH2:14]2)=[N:4][CH:3]=1.[C:19]([N:26]1[CH2:31][CH:30]=[C:29](B2OC(C)(C)C(C)(C)O2)[CH2:28][CH2:27]1)([O:21][C:22]([CH3:25])([CH3:24])[CH3:23])=[O:20]. (7) Given the product [Cl:17][C:18]1[CH:25]=[CH:24][C:21]([CH2:22][NH:23][C:14]([CH:11]2[CH2:10][CH2:9][N:8]([C:6]([O:5][C:1]([CH3:2])([CH3:3])[CH3:4])=[O:7])[CH2:13][CH2:12]2)=[O:16])=[CH:20][CH:19]=1, predict the reactants needed to synthesize it. The reactants are: [C:1]([O:5][C:6]([N:8]1[CH2:13][CH2:12][CH:11]([C:14]([OH:16])=O)[CH2:10][CH2:9]1)=[O:7])([CH3:4])([CH3:3])[CH3:2].[Cl:17][C:18]1[CH:25]=[CH:24][C:21]([CH2:22][NH2:23])=[CH:20][CH:19]=1.ON1C2N=CC=CC=2N=N1.Cl.CN(C)CCCN=C=NCC. (8) Given the product [CH2:9]([O:8][C:6]1[CH:5]=[CH:4][C:3]([S:16][C:17]2[CH:18]=[CH:19][C:20]([OH:23])=[CH:21][CH:22]=2)=[C:2]([NH:1][C:36]2[C:26]3[CH:31]=[CH:30][CH:29]=[N:28][C:27]=3[N:32]=[CH:33][N:34]=2)[CH:7]=1)[C:10]1[CH:11]=[CH:12][CH:13]=[CH:14][CH:15]=1, predict the reactants needed to synthesize it. The reactants are: [NH2:1][C:2]1[CH:7]=[C:6]([O:8][CH2:9][C:10]2[CH:15]=[CH:14][CH:13]=[CH:12][CH:11]=2)[CH:5]=[CH:4][C:3]=1[S:16][C:17]1[CH:22]=[CH:21][C:20]([OH:23])=[CH:19][CH:18]=1.C([C:26]1[C:27]([N:32]=[CH:33][N:34]([CH3:36])C)=[N:28][CH:29]=[CH:30][CH:31]=1)#N.NC1C=C(OCC2C=CC=C(F)C=2)C=CC=1SC1C=CC(O)=CC=1.